From a dataset of Forward reaction prediction with 1.9M reactions from USPTO patents (1976-2016). Predict the product of the given reaction. (1) Given the reactants [S:1]1[CH:5]=[CH:4][C:3]2[C:6]([O:10][Si](C(C)(C)C)(C)C)=[CH:7][CH:8]=[CH:9][C:2]1=2.C(OB(OC(C)C)OC(C)C)(C)C.C([N-]C(C)C)(C)C.[Li+].[Cl:39][C:40]1[N:45]=[C:44](Cl)[C:43]([CH3:47])=[CH:42][N:41]=1.C([O-])([O-])=O.[Na+].[Na+], predict the reaction product. The product is: [Cl:39][C:40]1[N:45]=[C:44]([C:5]2[S:1][C:2]3[CH:9]=[CH:8][CH:7]=[C:6]([OH:10])[C:3]=3[CH:4]=2)[C:43]([CH3:47])=[CH:42][N:41]=1. (2) The product is: [Cl:1][C:2]1[N:7]=[CH:6][C:5]([O:8][CH2:15][CH3:16])=[CH:4][N:3]=1. Given the reactants [Cl:1][C:2]1[N:7]=[CH:6][C:5]([OH:8])=[CH:4][N:3]=1.C([O-])([O-])=O.[K+].[K+].[CH2:15](I)[CH3:16], predict the reaction product. (3) The product is: [CH3:12][C:11]1[C:10]2[C:5](=[CH:6][CH:7]=[CH:8][CH:9]=2)[CH:4]=[C:3]([C:13]([O:15][CH3:16])=[O:14])[C:2]=1[O:1][CH2:17][CH2:18][CH3:19]. Given the reactants [OH:1][C:2]1[C:3]([C:13]([O:15][CH3:16])=[O:14])=[CH:4][C:5]2[C:10]([C:11]=1[CH3:12])=[CH:9][CH:8]=[CH:7][CH:6]=2.[CH2:17](I)[CH2:18][CH3:19].C(=O)([O-])[O-].[K+].[K+], predict the reaction product.